From a dataset of TCR-epitope binding with 47,182 pairs between 192 epitopes and 23,139 TCRs. Binary Classification. Given a T-cell receptor sequence (or CDR3 region) and an epitope sequence, predict whether binding occurs between them. (1) The epitope is RQLLFVVEV. The TCR CDR3 sequence is CAISESWTGGTYNEQFF. Result: 1 (the TCR binds to the epitope). (2) The epitope is YLNTLTLAV. The TCR CDR3 sequence is CSVALAGGYNEQFF. Result: 0 (the TCR does not bind to the epitope). (3) The epitope is LSDDAVVCFNSTY. The TCR CDR3 sequence is CASSSGGLGDTEAFF. Result: 0 (the TCR does not bind to the epitope).